The task is: Predict which catalyst facilitates the given reaction.. This data is from Catalyst prediction with 721,799 reactions and 888 catalyst types from USPTO. (1) Reactant: [NH2:1][CH2:2][CH2:3][CH2:4][N:5]1[C:13]([CH2:14][C:15]2[C:23]([I:24])=[CH:22][C:18]3[O:19][CH2:20][O:21][C:17]=3[CH:16]=2)=[N:12][C:11]2[C:6]1=[N:7][C:8]([F:26])=[N:9][C:10]=2[NH2:25].[CH:27]1([S:30](Cl)(=[O:32])=[O:31])[CH2:29][CH2:28]1.C(N(CC)CC)C. Product: [NH2:25][C:10]1[N:9]=[C:8]([F:26])[N:7]=[C:6]2[C:11]=1[N:12]=[C:13]([CH2:14][C:15]1[C:23]([I:24])=[CH:22][C:18]3[O:19][CH2:20][O:21][C:17]=3[CH:16]=1)[N:5]2[CH2:4][CH2:3][CH2:2][NH:1][S:30]([CH:27]1[CH2:29][CH2:28]1)(=[O:32])=[O:31]. The catalyst class is: 3. (2) Reactant: Br[C:2]1[CH:3]=[C:4]2[C:10]([CH3:11])=[N:9][NH:8][C:5]2=[CH:6][N:7]=1.C([O-])([O-])=O.[Na+].[Na+].[NH:18]1[CH:22]=[CH:21][C:20](B(O)O)=[N:19]1. Product: [CH3:11][C:10]1[C:4]2[C:5](=[CH:6][N:7]=[C:2]([C:20]3[NH:19][N:18]=[CH:22][CH:21]=3)[CH:3]=2)[NH:8][N:9]=1. The catalyst class is: 3. (3) Reactant: [NH2:1][C:2]1[CH:42]=[CH:41][C:5]([C:6]([NH:8][C@H:9]2[CH2:14][CH2:13][CH2:12][C@@H:11]([NH:15][C:16]3[N:21]=[C:20]([C:22]4[C:30]5[C:25](=[CH:26][CH:27]=[CH:28][CH:29]=5)[N:24](S(C5C=CC=CC=5)(=O)=O)[CH:23]=4)[C:19]([Cl:40])=[CH:18][N:17]=3)[CH2:10]2)=[O:7])=[C:4]([N:43]2[CH2:48][CH2:47][O:46][CH2:45][CH2:44]2)[CH:3]=1.[OH-].[Na+].O. Product: [NH2:1][C:2]1[CH:42]=[CH:41][C:5]([C:6]([NH:8][C@H:9]2[CH2:14][CH2:13][CH2:12][C@@H:11]([NH:15][C:16]3[N:21]=[C:20]([C:22]4[C:30]5[C:25](=[CH:26][CH:27]=[CH:28][CH:29]=5)[NH:24][CH:23]=4)[C:19]([Cl:40])=[CH:18][N:17]=3)[CH2:10]2)=[O:7])=[C:4]([N:43]2[CH2:48][CH2:47][O:46][CH2:45][CH2:44]2)[CH:3]=1. The catalyst class is: 12. (4) Reactant: [CH2:1]([Li])[CH2:2][CH2:3][CH3:4].C(NC(C)C)(C)C.[CH2:13]=[C:14]1[CH2:17][CH:16]([C:18]#[N:19])[CH2:15]1.C1(CBr)CC1. The catalyst class is: 1. Product: [CH:3]1([CH2:4][C:16]2([C:18]#[N:19])[CH2:17][C:14](=[CH2:13])[CH2:15]2)[CH2:1][CH2:2]1. (5) Reactant: [O:1]=[C:2]1[NH:8][C:7]2[CH:9]=[CH:10][CH:11]=[N:12][C:6]=2[CH2:5][CH2:4][N:3]1[CH:13]1[CH2:18][CH2:17][N:16](C(OC(C)(C)C)=O)[CH2:15][CH2:14]1.FC(F)(F)C(O)=O.[ClH:33].C(OCC)C. Product: [ClH:33].[ClH:33].[NH:16]1[CH2:17][CH2:18][CH:13]([N:3]2[CH2:4][CH2:5][C:6]3[N:12]=[CH:11][CH:10]=[CH:9][C:7]=3[NH:8][C:2]2=[O:1])[CH2:14][CH2:15]1. The catalyst class is: 4. (6) Reactant: [NH2:1][C:2]1[CH:19]=[CH:18][CH:17]=[C:16]([F:20])[C:3]=1[CH2:4][CH:5](C(OCC)=O)[C:6](OCC)=[O:7].Cl. Product: [F:20][C:16]1[CH:17]=[CH:18][CH:19]=[C:2]2[C:3]=1[CH2:4][CH2:5][C:6](=[O:7])[NH:1]2. The catalyst class is: 15.